Predict the reaction yield, written as a fraction of the theoretical maximum amount of product (1.0 means a 100% yield; for example, 0.34 means a 34% yield). From a dataset of Reaction yield outcomes from USPTO patents with 853,638 reactions. (1) The reactants are [CH:1]([N:4]1[CH2:9][CH2:8][N:7]([C:10]([C:12]2[CH:20]=[C:19]3[C:15]([C:16]([CH2:21][N:22]4[CH2:27][CH2:26][CH2:25][CH2:24][CH2:23]4)=[CH:17][NH:18]3)=[CH:14][CH:13]=2)=[O:11])[CH2:6][CH2:5]1)([CH3:3])[CH3:2].[H-].[Na+].[CH3:30][S:31](Cl)(=[O:33])=[O:32]. The catalyst is CN(C=O)C. The product is [CH:1]([N:4]1[CH2:5][CH2:6][N:7]([C:10]([C:12]2[CH:20]=[C:19]3[C:15]([C:16]([CH2:21][N:22]4[CH2:23][CH2:24][CH2:25][CH2:26][CH2:27]4)=[CH:17][N:18]3[S:31]([CH3:30])(=[O:33])=[O:32])=[CH:14][CH:13]=2)=[O:11])[CH2:8][CH2:9]1)([CH3:3])[CH3:2]. The yield is 0.230. (2) The product is [F:1][C:2]1[CH:7]=[CH:6][C:5]([F:8])=[CH:4][C:3]=1[C@H:9]1[CH2:13][CH2:12][CH2:11][N:10]1[C:14]1[CH:15]=[CH:16][C:17]2[N:18]([C:20]([NH:23][C:24](=[O:26])[CH3:25])=[CH:21][N:22]=2)[N:19]=1. The yield is 0.810. The catalyst is C(Cl)Cl. The reactants are [F:1][C:2]1[CH:7]=[CH:6][C:5]([F:8])=[CH:4][C:3]=1[C@H:9]1[CH2:13][CH2:12][CH2:11][N:10]1[C:14]1[CH:15]=[CH:16][C:17]2[N:18]([C:20]([NH2:23])=[CH:21][N:22]=2)[N:19]=1.[C:24](OC(=O)C)(=[O:26])[CH3:25].N1C=CC=CC=1. (3) The reactants are [NH2:1][C:2]1[N:9]=[CH:8][CH:7]=[CH:6][C:3]=1[C:4]#[N:5].CO[CH:12](OC)[N:13]([CH3:15])[CH3:14]. The catalyst is C1(C)C=CC=CC=1. The product is [C:4]([C:3]1[C:2]([N:1]=[CH:12][N:13]([CH3:15])[CH3:14])=[N:9][CH:8]=[CH:7][CH:6]=1)#[N:5]. The yield is 1.00. (4) The reactants are [C:1]([S:5]([C:8]1[CH:9]=[C:10]2[C:15](=[CH:16][C:17]=1[OH:18])[N:14]=[CH:13][CH:12]=[C:11]2[Cl:19])(=[O:7])=[O:6])([CH3:4])([CH3:3])[CH3:2].C([O-])([O-])=O.[K+].[K+].Br[CH2:27][CH2:28][CH2:29][O:30][CH3:31]. The catalyst is CN(C=O)C. The product is [C:1]([S:5]([C:8]1[CH:9]=[C:10]2[C:15](=[CH:16][C:17]=1[O:18][CH2:27][CH2:28][CH2:29][O:30][CH3:31])[N:14]=[CH:13][CH:12]=[C:11]2[Cl:19])(=[O:6])=[O:7])([CH3:4])([CH3:2])[CH3:3]. The yield is 0.940. (5) The reactants are [C:1]([OH:16])(=O)/[CH:2]=[CH:3]/[CH2:4][CH2:5][CH2:6][CH2:7][CH2:8][CH2:9][CH2:10][CH2:11][CH2:12][CH2:13][CH3:14].C(Cl)(=O)C([Cl:20])=O. The catalyst is ClCCl. The product is [C:1]([Cl:20])(=[O:16])/[CH:2]=[CH:3]/[CH2:4][CH2:5][CH2:6][CH2:7][CH2:8][CH2:9][CH2:10][CH2:11][CH2:12][CH2:13][CH3:14]. The yield is 0.990. (6) The reactants are [CH3:1][C:2]1[C:7]([CH3:8])=[N:6][CH:5]=[CH:4][N:3]=1.[OH:9]O. The catalyst is C(O)(=O)C. The yield is 0.470. The product is [CH3:1][C:2]1[C:7]([CH3:8])=[N:6][CH:5]=[CH:4][N+:3]=1[O-:9].